This data is from Catalyst prediction with 721,799 reactions and 888 catalyst types from USPTO. The task is: Predict which catalyst facilitates the given reaction. (1) Reactant: [CH2:1]([O:3][C:4]([C@H:6]1[CH2:11][CH2:10][C@H:9]([O:12][CH:13]([CH2:23][O:24]CC2C=CC=CC=2)[CH2:14][O:15]CC2C=CC=CC=2)[CH2:8][CH2:7]1)=[O:5])[CH3:2]. Product: [CH2:1]([O:3][C:4]([C@H:6]1[CH2:11][CH2:10][C@H:9]([O:12][CH:13]([CH2:23][OH:24])[CH2:14][OH:15])[CH2:8][CH2:7]1)=[O:5])[CH3:2]. The catalyst class is: 285. (2) Reactant: [OH-].[Na+].[N:3]1([C:9]2[N:10]=[C:11]([CH2:16][C:17]([NH:19][C:20]3[CH:21]=[C:22]([CH:27]=[CH:28][CH:29]=3)[C:23]([O:25]C)=[O:24])=[O:18])[NH:12][C:13](=[O:15])[CH:14]=2)[CH2:8][CH2:7][O:6][CH2:5][CH2:4]1. Product: [N:3]1([C:9]2[N:10]=[C:11]([CH2:16][C:17]([NH:19][C:20]3[CH:21]=[C:22]([CH:27]=[CH:28][CH:29]=3)[C:23]([OH:25])=[O:24])=[O:18])[NH:12][C:13](=[O:15])[CH:14]=2)[CH2:8][CH2:7][O:6][CH2:5][CH2:4]1. The catalyst class is: 5.